Dataset: Forward reaction prediction with 1.9M reactions from USPTO patents (1976-2016). Task: Predict the product of the given reaction. (1) Given the reactants Cl.[CH3:2][O:3][C:4]([C:6]1([NH2:10])[CH2:9][CH2:8][CH2:7]1)=[O:5].[N+:11]([C:14]1[CH:19]=[CH:18][CH:17]=[CH:16][C:15]=1[S:20](Cl)(=[O:22])=[O:21])([O-:13])=[O:12].C(N(CC)CC)C.O, predict the reaction product. The product is: [CH3:2][O:3][C:4]([C:6]1([NH:10][S:20]([C:15]2[CH:16]=[CH:17][CH:18]=[CH:19][C:14]=2[N+:11]([O-:13])=[O:12])(=[O:21])=[O:22])[CH2:9][CH2:8][CH2:7]1)=[O:5]. (2) Given the reactants [OH:1][C@@H:2]1[CH2:22][N:5]2[C:6](=[O:21])[CH2:7][CH2:8][N:9]([C:11]3[CH:16]=[CH:15][C:14]([C:17]([F:20])([F:19])[F:18])=[CH:13][N:12]=3)[CH2:10][C@@H:4]2[CH2:3]1.Br[C:24]1[CH:29]=[N:28][C:27]([CH:30]2[CH2:32][CH2:31]2)=[CH:26][N:25]=1.CC(C)([O-])C.[K+], predict the reaction product. The product is: [CH:30]1([C:27]2[N:28]=[CH:29][C:24]([O:1][C@@H:2]3[CH2:22][N:5]4[C:6](=[O:21])[CH2:7][CH2:8][N:9]([C:11]5[CH:16]=[CH:15][C:14]([C:17]([F:19])([F:20])[F:18])=[CH:13][N:12]=5)[CH2:10][C@@H:4]4[CH2:3]3)=[N:25][CH:26]=2)[CH2:32][CH2:31]1. (3) The product is: [NH2:1][C@H:2]([C:6]([CH3:9])([S:8][CH2:21][C:20]1[C:23]([O:29][CH3:30])=[CH:24][C:25]([O:27][CH3:28])=[CH:26][C:19]=1[O:18][CH3:17])[CH3:7])[C:3]([OH:5])=[O:4]. Given the reactants [NH2:1][C@H:2]([C:6]([CH3:9])([SH:8])[CH3:7])[C:3]([OH:5])=[O:4].FC(F)(F)C(O)=O.[CH3:17][O:18][C:19]1[CH:26]=[C:25]([O:27][CH3:28])[CH:24]=[C:23]([O:29][CH3:30])[C:20]=1[CH2:21]O, predict the reaction product. (4) Given the reactants [Cl:1][C:2]1[N:7]=[C:6]([C:8](Cl)=[O:9])[CH:5]=[N:4][CH:3]=1.[CH:11]([O:14][C:15]1[CH:16]=[C:17]([CH:19]=[CH:20][CH:21]=1)[NH2:18])([CH3:13])[CH3:12], predict the reaction product. The product is: [Cl:1][C:2]1[N:7]=[C:6]([C:8]([NH:18][C:17]2[CH:19]=[CH:20][CH:21]=[C:15]([O:14][CH:11]([CH3:13])[CH3:12])[CH:16]=2)=[O:9])[CH:5]=[N:4][CH:3]=1.